From a dataset of Reaction yield outcomes from USPTO patents with 853,638 reactions. Predict the reaction yield, written as a fraction of the theoretical maximum amount of product (1.0 means a 100% yield; for example, 0.34 means a 34% yield). (1) The reactants are [CH3:1][O:2][C:3]1[CH:18]=[CH:17][C:6]([NH:7][C:8]2[CH:13]=[CH:12][C:11]([N+:14]([O-])=O)=[CH:10][CH:9]=2)=[C:5]([N+:19]([O-])=O)[CH:4]=1.[H][H]. The product is [NH2:14][C:11]1[CH:10]=[CH:9][C:8]([NH:7][C:6]2[C:5]([NH2:19])=[CH:4][C:3]([O:2][CH3:1])=[CH:18][CH:17]=2)=[CH:13][CH:12]=1. The catalyst is [C].[Pd].C(OCC)(=O)C. The yield is 0.900. (2) The reactants are [N:1]([CH:4]([C:10]1[N:14]([CH2:15][C:16]2[CH:21]=[CH:20][C:19]([O:22][CH3:23])=[CH:18][CH:17]=2)[N:13]=[CH:12][CH:11]=1)[CH:5]([CH2:8][CH3:9])[CH2:6][CH3:7])=[N+]=[N-]. The catalyst is CO.[Pd]. The product is [CH2:8]([CH:5]([CH2:6][CH3:7])[CH:4]([NH2:1])[C:10]1[N:14]([CH2:15][C:16]2[CH:17]=[CH:18][C:19]([O:22][CH3:23])=[CH:20][CH:21]=2)[N:13]=[CH:12][CH:11]=1)[CH3:9]. The yield is 0.930. (3) The reactants are [CH2:1]([OH:4])[CH2:2][OH:3].[OH-].[K+].Br[CH2:8][C:9]1([CH3:13])[CH2:12][O:11][CH2:10]1. No catalyst specified. The product is [CH3:8][C:9]1([CH2:13][O:3][CH2:2][CH2:1][OH:4])[CH2:12][O:11][CH2:10]1. The yield is 0.292.